This data is from Peptide-MHC class I binding affinity with 185,985 pairs from IEDB/IMGT. The task is: Regression. Given a peptide amino acid sequence and an MHC pseudo amino acid sequence, predict their binding affinity value. This is MHC class I binding data. The peptide sequence is TTLSIYFLL. The MHC is BoLA-JSP.1 with pseudo-sequence BoLA-JSP.1. The binding affinity (normalized) is 0.0641.